This data is from NCI-60 drug combinations with 297,098 pairs across 59 cell lines. The task is: Regression. Given two drug SMILES strings and cell line genomic features, predict the synergy score measuring deviation from expected non-interaction effect. (1) Drug 1: C1=NC2=C(N1)C(=S)N=C(N2)N. Drug 2: C1C(C(OC1N2C=NC(=NC2=O)N)CO)O. Cell line: RPMI-8226. Synergy scores: CSS=57.4, Synergy_ZIP=0.815, Synergy_Bliss=-0.211, Synergy_Loewe=-4.99, Synergy_HSA=2.17. (2) Drug 1: COC1=CC(=CC(=C1O)OC)C2C3C(COC3=O)C(C4=CC5=C(C=C24)OCO5)OC6C(C(C7C(O6)COC(O7)C8=CC=CS8)O)O. Drug 2: C(CC(=O)O)C(=O)CN.Cl. Cell line: ACHN. Synergy scores: CSS=61.7, Synergy_ZIP=-0.204, Synergy_Bliss=0.435, Synergy_Loewe=-60.0, Synergy_HSA=0.348. (3) Drug 1: CC1=C2C(C(=O)C3(C(CC4C(C3C(C(C2(C)C)(CC1OC(=O)C(C(C5=CC=CC=C5)NC(=O)OC(C)(C)C)O)O)OC(=O)C6=CC=CC=C6)(CO4)OC(=O)C)OC)C)OC. Drug 2: CCC1(CC2CC(C3=C(CCN(C2)C1)C4=CC=CC=C4N3)(C5=C(C=C6C(=C5)C78CCN9C7C(C=CC9)(C(C(C8N6C)(C(=O)OC)O)OC(=O)C)CC)OC)C(=O)OC)O.OS(=O)(=O)O. Cell line: NCI-H226. Synergy scores: CSS=48.1, Synergy_ZIP=-0.119, Synergy_Bliss=2.16, Synergy_Loewe=5.88, Synergy_HSA=6.85.